Dataset: Forward reaction prediction with 1.9M reactions from USPTO patents (1976-2016). Task: Predict the product of the given reaction. Given the reactants [C:1]([NH:20][C@@H:21]1[CH2:25][C:24]([C:26](OC)=[O:27])=[CH:23][CH2:22]1)([C:14]1[CH:19]=[CH:18][CH:17]=[CH:16][CH:15]=1)([C:8]1[CH:13]=[CH:12][CH:11]=[CH:10][CH:9]=1)[C:2]1[CH:7]=[CH:6][CH:5]=[CH:4][CH:3]=1.[H-].C([Al+]CC(C)C)C(C)C, predict the reaction product. The product is: [C:1]([NH:20][C@@H:21]1[CH2:25][C:24]([CH2:26][OH:27])=[CH:23][CH2:22]1)([C:8]1[CH:9]=[CH:10][CH:11]=[CH:12][CH:13]=1)([C:14]1[CH:19]=[CH:18][CH:17]=[CH:16][CH:15]=1)[C:2]1[CH:3]=[CH:4][CH:5]=[CH:6][CH:7]=1.